Dataset: Peptide-MHC class II binding affinity with 134,281 pairs from IEDB. Task: Regression. Given a peptide amino acid sequence and an MHC pseudo amino acid sequence, predict their binding affinity value. This is MHC class II binding data. (1) The peptide sequence is LVGPTPVNIIGRNLLTQIGC. The MHC is HLA-DQA10401-DQB10402 with pseudo-sequence HLA-DQA10401-DQB10402. The binding affinity (normalized) is 0.150. (2) The peptide sequence is STTENVVNLSNYEDA. The MHC is DRB4_0101 with pseudo-sequence DRB4_0103. The binding affinity (normalized) is 0.0480. (3) The peptide sequence is ADSEITETYKEGDAV. The MHC is DRB1_0101 with pseudo-sequence DRB1_0101. The binding affinity (normalized) is 0.0512. (4) The peptide sequence is MAFLRSVSCLAAAVF. The MHC is DRB1_1101 with pseudo-sequence DRB1_1101. The binding affinity (normalized) is 0.624. (5) The peptide sequence is YIITPTNVSHIQSAVVSGRR. The MHC is HLA-DQA10501-DQB10201 with pseudo-sequence HLA-DQA10501-DQB10201. The binding affinity (normalized) is 0.439. (6) The peptide sequence is VDCRPFNGGESKLKA. The MHC is HLA-DQA10501-DQB10201 with pseudo-sequence HLA-DQA10501-DQB10201. The binding affinity (normalized) is 0.0678. (7) The peptide sequence is ELVPEDPEDSAL. The binding affinity (normalized) is 0.194. The MHC is HLA-DQA10501-DQB10201 with pseudo-sequence HLA-DQA10501-DQB10201. (8) The peptide sequence is AFILDGDNLFTKV. The MHC is HLA-DQA10501-DQB10201 with pseudo-sequence HLA-DQA10501-DQB10201. The binding affinity (normalized) is 0.388.